This data is from NCI-60 drug combinations with 297,098 pairs across 59 cell lines. The task is: Regression. Given two drug SMILES strings and cell line genomic features, predict the synergy score measuring deviation from expected non-interaction effect. Drug 1: C1CN1C2=NC(=NC(=N2)N3CC3)N4CC4. Drug 2: C1=CC(=CC=C1CCC2=CNC3=C2C(=O)NC(=N3)N)C(=O)NC(CCC(=O)O)C(=O)O. Cell line: KM12. Synergy scores: CSS=27.5, Synergy_ZIP=-10.8, Synergy_Bliss=-10.9, Synergy_Loewe=-6.70, Synergy_HSA=-5.76.